This data is from Catalyst prediction with 721,799 reactions and 888 catalyst types from USPTO. The task is: Predict which catalyst facilitates the given reaction. (1) Reactant: [CH3:1][N:2]1[CH2:15][CH2:14][C:5]2[NH:6][C:7]3[CH:8]=[CH:9][C:10]([CH3:13])=[CH:11][C:12]=3[C:4]=2[CH2:3]1.[OH-].[K+].[CH3:18][C:19]1[CH:23]=[CH:22][S:21][C:20]=1[CH:24]=[CH2:25]. Product: [CH3:1][N:2]1[CH:15]=[CH:14][C:5]2[N:6]([CH2:25][CH2:24][C:20]3[S:21][CH:22]=[CH:23][C:19]=3[CH3:18])[C:7]3[CH:8]=[CH:9][C:10]([CH3:13])=[CH:11][C:12]=3[C:4]=2[CH2:3]1. The catalyst class is: 179. (2) Reactant: [OH-].[Na+].[C:3]([O:7][C:8](=[O:26])[N:9]([CH:23]1[CH2:25][CH2:24]1)[CH2:10][C:11]1[CH:16]=[CH:15][C:14]([C:17]#[C:18][Si](C)(C)C)=[CH:13][CH:12]=1)([CH3:6])([CH3:5])[CH3:4]. Product: [C:3]([O:7][C:8](=[O:26])[N:9]([CH:23]1[CH2:25][CH2:24]1)[CH2:10][C:11]1[CH:12]=[CH:13][C:14]([C:17]#[CH:18])=[CH:15][CH:16]=1)([CH3:6])([CH3:4])[CH3:5]. The catalyst class is: 5.